From a dataset of Catalyst prediction with 721,799 reactions and 888 catalyst types from USPTO. Predict which catalyst facilitates the given reaction. (1) Reactant: [CH2:1]([CH:3]([CH2:17][CH3:18])[CH2:4][N:5]1[CH:13]=[C:12]2[C:7]([CH:8]=[C:9]([C:14]([OH:16])=O)[CH:10]=[CH:11]2)=[N:6]1)[CH3:2].[Cl:19][C:20]1[CH:21]=[CH:22][C:23]([N:28]2[CH:32]=[N:31][CH:30]=[N:29]2)=[C:24]([CH2:26][NH2:27])[CH:25]=1.C(Cl)CCl.C(O)(=O)CC(CC(O)=O)(C(O)=O)O. Product: [Cl:19][C:20]1[CH:21]=[CH:22][C:23]([N:28]2[CH:32]=[N:31][CH:30]=[N:29]2)=[C:24]([CH:25]=1)[CH2:26][NH:27][C:14]([C:9]1[CH:10]=[CH:11][C:12]2[C:7]([CH:8]=1)=[N:6][N:5]([CH2:4][CH:3]([CH2:1][CH3:2])[CH2:17][CH3:18])[CH:13]=2)=[O:16]. The catalyst class is: 154. (2) Reactant: [CH3:1][CH:2]([CH:5]=[CH2:6])[CH2:3][OH:4].[In].[Br:8][Si](C)(C)C.[CH:13]([C:15]1[O:19][N:18]=[C:17]([C:20]([O:22][CH2:23][CH3:24])=[O:21])[C:16]=1[CH3:25])=O.C([O-])(O)=O.[Na+]. Product: [Br:8][CH:5]1[CH:2]([CH3:1])[CH2:3][O:4][CH:13]([C:15]2[O:19][N:18]=[C:17]([C:20]([O:22][CH2:23][CH3:24])=[O:21])[C:16]=2[CH3:25])[CH2:6]1. The catalyst class is: 2.